From a dataset of Forward reaction prediction with 1.9M reactions from USPTO patents (1976-2016). Predict the product of the given reaction. (1) The product is: [Cl:1][C:2]1[CH:3]=[C:4]2[C:8](=[CH:9][CH:10]=1)[NH:7][C:6]([CH2:20][N:21]1[C:25]3=[CH:26][N:27]=[CH:28][CH:29]=[C:24]3[C:23]3([CH2:31][CH2:30]3)[C:22]1=[O:32])=[CH:5]2. Given the reactants [Cl:1][C:2]1[CH:3]=[C:4]2[C:8](=[CH:9][CH:10]=1)[N:7](S(C1C=CC=CC=1)(=O)=O)[C:6]([CH2:20][N:21]1[C:25]3=[CH:26][N:27]=[CH:28][CH:29]=[C:24]3[C:23]3([CH2:31][CH2:30]3)[C:22]1=[O:32])=[CH:5]2.[F-].C([N+](CCCC)(CCCC)CCCC)CCC, predict the reaction product. (2) Given the reactants [CH2:1]([O:8][C:9]1[CH:14]=[C:13](Br)[CH:12]=[CH:11][C:10]=1[C@H:16]1[N:19]([C:20]2[CH:25]=[CH:24][CH:23]=[CH:22][CH:21]=2)[C:18](=[O:26])[C@@H:17]1[CH2:27][CH2:28][C@@H:29]([C:31]1[CH:36]=[CH:35][C:34]([F:37])=[CH:33][CH:32]=1)[OH:30])[C:2]1[CH:7]=[CH:6][CH:5]=[CH:4][CH:3]=1.[C:38]([O:41][C@@H:42]1[C@@H:47]([O:48][C:49](=[O:51])[CH3:50])[C@H:46]([O:52][C:53](=[O:55])[CH3:54])[C@@H:45]([CH2:56][O:57][C:58](=[O:60])[CH3:59])[O:44][C@H:43]1[C:61]1[CH:66]=[CH:65][C:64](B2OC(C)(C)C(C)(C)O2)=[CH:63][CH:62]=1)(=[O:40])[CH3:39].C(=O)([O-])[O-].[K+].[K+].C1(P(C2C=CC=CC=2)C2C=CC=CC=2)C=CC=CC=1.C(=O)(O)[O-], predict the reaction product. The product is: [C:38]([O:41][C@@H:42]1[C@@H:47]([O:48][C:49](=[O:51])[CH3:50])[C@H:46]([O:52][C:53](=[O:55])[CH3:54])[C@@H:45]([CH2:56][O:57][C:58](=[O:60])[CH3:59])[O:44][C@H:43]1[C:61]1[CH:66]=[CH:65][C:64]([C:13]2[CH:12]=[CH:11][C:10]([C@@H:16]3[C@@H:17]([CH2:27][CH2:28][C@@H:29]([C:31]4[CH:32]=[CH:33][C:34]([F:37])=[CH:35][CH:36]=4)[OH:30])[C:18](=[O:26])[N:19]3[C:20]3[CH:25]=[CH:24][CH:23]=[CH:22][CH:21]=3)=[C:9]([O:8][CH2:1][C:2]3[CH:7]=[CH:6][CH:5]=[CH:4][CH:3]=3)[CH:14]=2)=[CH:63][CH:62]=1)(=[O:40])[CH3:39]. (3) Given the reactants [F:1][C:2]1[CH:3]=[C:4]([C:21]2[CH:22]=[N:23][N:24]3[CH:29]=[CH:28][C:27]([N:30]4[CH:34]([C:35]5[CH:40]=[CH:39][CH:38]=[CH:37][N:36]=5)[CH2:33][O:32][C:31]4=[O:41])=[N:26][C:25]=23)[CH:5]=[CH:6][C:7]=1[C:8]1[N:12]=[CH:11][N:10](COCC[Si](C)(C)C)[N:9]=1, predict the reaction product. The product is: [F:1][C:2]1[CH:3]=[C:4]([C:21]2[CH:22]=[N:23][N:24]3[CH:29]=[CH:28][C:27]([N:30]4[CH:34]([C:35]5[CH:40]=[CH:39][CH:38]=[CH:37][N:36]=5)[CH2:33][O:32][C:31]4=[O:41])=[N:26][C:25]=23)[CH:5]=[CH:6][C:7]=1[C:8]1[N:12]=[CH:11][NH:10][N:9]=1.